Dataset: Reaction yield outcomes from USPTO patents with 853,638 reactions. Task: Predict the reaction yield, written as a fraction of the theoretical maximum amount of product (1.0 means a 100% yield; for example, 0.34 means a 34% yield). (1) The reactants are [NH2:1][CH:2]([CH2:12][C:13]1[CH:18]=[CH:17][CH:16]=[C:15]([C:19]([CH3:22])([CH3:21])[CH3:20])[CH:14]=1)[CH:3]([C:5]1[CH:10]=[CH:9][CH:8]=[C:7]([Cl:11])[CH:6]=1)[OH:4].[C:23]1([C:34](O)=[O:35])[CH:24]=[CH:25][CH:26]=[C:27]2[CH2:33][CH2:32][CH2:31][CH:30]=[CH:29][C:28]=12.O.ON1C2C=CC=CC=2N=N1.Cl.C(N=C=NCCCN(C)C)C. The catalyst is CN(C)C=O.C(OCC)(=O)C. The product is [C:19]([C:15]1[CH:14]=[C:13]([CH:18]=[CH:17][CH:16]=1)[CH2:12][CH:2]([NH:1][C:34]([C:23]1[CH:24]=[CH:25][CH:26]=[C:27]2[CH2:33][CH2:32][CH2:31][CH:30]=[CH:29][C:28]=12)=[O:35])[CH:3]([C:5]1[CH:10]=[CH:9][CH:8]=[C:7]([Cl:11])[CH:6]=1)[OH:4])([CH3:22])([CH3:21])[CH3:20]. The yield is 0.500. (2) The reactants are [CH3:1][O:2][C:3]1[CH:8]=[CH:7][C:6]([N:9]=[C:10]=[O:11])=[CH:5][CH:4]=1.[C:12]1([CH:18]2[CH2:23][CH2:22][CH:21]([NH2:24])[CH2:20][CH2:19]2)[CH:17]=[CH:16][CH:15]=[CH:14][CH:13]=1. The catalyst is C(Cl)Cl. The product is [CH3:1][O:2][C:3]1[CH:4]=[CH:5][C:6]([NH:9][C:10]([NH:24][CH:21]2[CH2:20][CH2:19][CH:18]([C:12]3[CH:17]=[CH:16][CH:15]=[CH:14][CH:13]=3)[CH2:23][CH2:22]2)=[O:11])=[CH:7][CH:8]=1. The yield is 0.770. (3) The reactants are [F:1][C:2]1[CH:7]=[CH:6][C:5]([C@H:8]2[CH2:10][O:9]2)=[CH:4][CH:3]=1.[Br:11][C:12]1[CH:13]=[C:14]([CH:16]=[CH:17][C:18]=1[Cl:19])[NH2:15].O. The catalyst is CC#N. The product is [Br:11][C:12]1[CH:13]=[C:14]([NH:15][C@H:8]([C:5]2[CH:6]=[CH:7][C:2]([F:1])=[CH:3][CH:4]=2)[CH2:10][OH:9])[CH:16]=[CH:17][C:18]=1[Cl:19]. The yield is 0.780. (4) The reactants are [CH3:1][CH2:2][C@H:3]1[O:18][C:16](=[O:17])[C@H:15]([CH3:19])[C@@H:14]([O:20][C@@H:21]2[O:26][C@@H:25]([CH3:27])[C@H:24]([OH:28])[C@@:23]([O:30][CH3:31])([CH3:29])[CH2:22]2)[C@H:13]([CH3:32])[C@@H:12]([O:33][C@@H:34]2[O:39][C@H:38]([CH3:40])[CH2:37][C@H:36]([N:41]([CH3:43])[CH3:42])[C@H:35]2[OH:44])[C@@:11]([OH:46])([CH3:45])[CH2:10][C@@H:9]([CH3:47])[C:7](=[O:8])[C@H:6]([CH3:48])[C@@H:5]([OH:49])[C@@:4]1([OH:51])[CH3:50].[N+:52]([O-:55])([OH:54])=[O:53]. The catalyst is C(Cl)(Cl)Cl.C(#N)C. The product is [CH3:1][CH2:2][C@H:3]1[O:18][C:16](=[O:17])[C@H:15]([CH3:19])[C@@H:14]([O:20][C@@H:21]2[O:26][C@@H:25]([CH3:27])[C@H:24]([OH:28])[C@@:23]([O:30][CH3:31])([CH3:29])[CH2:22]2)[C@H:13]([CH3:32])[C@@H:12]([O:33][C@@H:34]2[O:39][C@H:38]([CH3:40])[CH2:37][C@H:36]([N:41]([CH3:42])[CH3:43])[C@H:35]2[OH:44])[C@@:11]([OH:46])([CH3:45])[CH2:10][C@@H:9]([CH3:47])[C:7](=[O:8])[C@H:6]([CH3:48])[C@@H:5]([OH:49])[C@@:4]1([OH:51])[CH3:50].[N+:52]([O-:55])([O-:54])=[O:53]. The yield is 0.830.